From a dataset of Forward reaction prediction with 1.9M reactions from USPTO patents (1976-2016). Predict the product of the given reaction. (1) The product is: [OH:1][C@@H:2]([C:6]1[CH:11]=[CH:10][CH:9]=[CH:8][C:7]=1[Cl:12])[C:3]([O-:5])=[O:4].[C:13]1([C@H:19]([OH:24])[C@@H:20]([NH2:23])[CH2:21][OH:22])[CH:18]=[CH:17][CH:16]=[CH:15][CH:14]=1. Given the reactants [OH:1][CH:2]([C:6]1[CH:11]=[CH:10][CH:9]=[CH:8][C:7]=1[Cl:12])[C:3]([OH:5])=[O:4].[C:13]1([C@H:19]([OH:24])[C@@H:20]([NH2:23])[CH2:21][OH:22])[CH:18]=[CH:17][CH:16]=[CH:15][CH:14]=1, predict the reaction product. (2) Given the reactants [CH3:1][NH2:2].[CH3:3][O:4][C:5]1[CH:6]=[C:7]([CH:11]=[CH:12][CH:13]=1)[CH2:8][CH2:9]Br, predict the reaction product. The product is: [CH3:3][O:4][C:5]1[CH:6]=[C:7]([CH2:8][CH2:9][NH:2][CH3:1])[CH:11]=[CH:12][CH:13]=1. (3) Given the reactants [C:1]([C:5]1[N:6]([CH:23]=[CH:24][CH:25]([OH:35])[CH2:26][C:27](=[O:34])[CH2:28][C:29]([O:31][CH2:32][CH3:33])=[O:30])[C:7]([C:17]2[CH:22]=[CH:21][N:20]=[CH:19][CH:18]=2)=[C:8]([C:10]2[CH:15]=[CH:14][C:13]([F:16])=[CH:12][CH:11]=2)[N:9]=1)([CH3:4])([CH3:3])[CH3:2].C(B(CC)OC)C.[BH4-].[Na+], predict the reaction product. The product is: [C:1]([C:5]1[N:6](/[CH:23]=[CH:24]/[C@H:25]([OH:35])[CH2:26][C@H:27]([OH:34])[CH2:28][C:29]([O:31][CH2:32][CH3:33])=[O:30])[C:7]([C:17]2[CH:22]=[CH:21][N:20]=[CH:19][CH:18]=2)=[C:8]([C:10]2[CH:11]=[CH:12][C:13]([F:16])=[CH:14][CH:15]=2)[N:9]=1)([CH3:3])([CH3:2])[CH3:4]. (4) Given the reactants [Cl:1][C:2]1[C:7]([CH3:8])=[C:6]([N+:9]([O-])=O)[CH:5]=[CH:4][C:3]=1[CH3:12].ClC1C(C)=CC([N+]([O-])=O)=CC=1C.Cl[Sn]Cl.[OH-].[Na+], predict the reaction product. The product is: [Cl:1][C:2]1[C:7]([CH3:8])=[C:6]([CH:5]=[CH:4][C:3]=1[CH3:12])[NH2:9]. (5) Given the reactants FC(F)(F)S(O[C:7]1[C:8]2[S:23](=[O:25])(=[O:24])[CH2:22][CH2:21][CH2:20][C:9]=2[N:10]=[C:11]([C:13]2[CH:18]=[CH:17][CH:16]=[C:15]([Cl:19])[CH:14]=2)[N:12]=1)(=O)=O.CC1(C)C(C)(C)OB([CH2:36][C:37]2[CH:42]=[CH:41][C:40]([CH2:43][C:44]([O:46][CH3:47])=[O:45])=[CH:39][CH:38]=2)O1, predict the reaction product. The product is: [Cl:19][C:15]1[CH:14]=[C:13]([C:11]2[N:12]=[C:7]([CH2:36][C:37]3[CH:38]=[CH:39][C:40]([CH2:43][C:44]([O:46][CH3:47])=[O:45])=[CH:41][CH:42]=3)[C:8]3[S:23](=[O:25])(=[O:24])[CH2:22][CH2:21][CH2:20][C:9]=3[N:10]=2)[CH:18]=[CH:17][CH:16]=1.